This data is from Catalyst prediction with 721,799 reactions and 888 catalyst types from USPTO. The task is: Predict which catalyst facilitates the given reaction. Reactant: C([O:3][C:4](=[O:33])[CH:5]([C:25]1[CH:26]=[N:27][C:28]([O:31][CH3:32])=[N:29][CH:30]=1)[CH2:6][CH2:7][C:8](=[O:24])[CH2:9][CH2:10][CH2:11][CH2:12][C:13]1[CH:14]=[CH:15][C:16]2[CH2:22][CH2:21][CH2:20][CH2:19][NH:18][C:17]=2[N:23]=1)C.[OH:34][P:35]([OH:38])([OH:37])=[O:36]. Product: [P:35](=[O:34])([OH:38])([OH:37])[OH:36].[CH3:32][O:31][C:28]1[N:29]=[CH:30][C:25]([CH:5]([CH2:6][CH2:7][C:8](=[O:24])[CH2:9][CH2:10][CH2:11][CH2:12][C:13]2[CH:14]=[CH:15][C:16]3[CH2:22][CH2:21][CH2:20][CH2:19][NH:18][C:17]=3[N:23]=2)[C:4]([OH:33])=[O:3])=[CH:26][N:27]=1. The catalyst class is: 8.